Dataset: Forward reaction prediction with 1.9M reactions from USPTO patents (1976-2016). Task: Predict the product of the given reaction. Given the reactants [CH3:1][O:2][C:3]1[CH:8]=[C:7]([O:9][CH3:10])[CH:6]=[CH:5][C:4]=1[CH:11]([C:13]1[C:22]([N+:23]([O-:25])=[O:24])=[C:21]2[C:16]([CH:17]=[CH:18][CH:19]=[N:20]2)=[CH:15][CH:14]=1)[OH:12], predict the reaction product. The product is: [CH3:1][O:2][C:3]1[CH:8]=[C:7]([O:9][CH3:10])[CH:6]=[CH:5][C:4]=1[C:11]([C:13]1[C:22]([N+:23]([O-:25])=[O:24])=[C:21]2[C:16]([CH:17]=[CH:18][CH:19]=[N:20]2)=[CH:15][CH:14]=1)=[O:12].